This data is from NCI-60 drug combinations with 297,098 pairs across 59 cell lines. The task is: Regression. Given two drug SMILES strings and cell line genomic features, predict the synergy score measuring deviation from expected non-interaction effect. (1) Drug 1: C1=CN(C(=O)N=C1N)C2C(C(C(O2)CO)O)O.Cl. Drug 2: CC(C)CN1C=NC2=C1C3=CC=CC=C3N=C2N. Cell line: IGROV1. Synergy scores: CSS=10.7, Synergy_ZIP=-3.03, Synergy_Bliss=-0.333, Synergy_Loewe=-0.0183, Synergy_HSA=0.379. (2) Drug 1: CCCCCOC(=O)NC1=NC(=O)N(C=C1F)C2C(C(C(O2)C)O)O. Drug 2: CN(CCCl)CCCl.Cl. Cell line: OVCAR3. Synergy scores: CSS=14.2, Synergy_ZIP=-0.0275, Synergy_Bliss=7.20, Synergy_Loewe=-3.47, Synergy_HSA=0.661. (3) Drug 1: CN1C(=O)N2C=NC(=C2N=N1)C(=O)N. Drug 2: CC12CCC3C(C1CCC2O)C(CC4=C3C=CC(=C4)O)CCCCCCCCCS(=O)CCCC(C(F)(F)F)(F)F. Cell line: NCI-H226. Synergy scores: CSS=-2.43, Synergy_ZIP=1.48, Synergy_Bliss=-1.22, Synergy_Loewe=-5.02, Synergy_HSA=-6.04. (4) Drug 1: CC(C1=C(C=CC(=C1Cl)F)Cl)OC2=C(N=CC(=C2)C3=CN(N=C3)C4CCNCC4)N. Drug 2: CC1=C(N=C(N=C1N)C(CC(=O)N)NCC(C(=O)N)N)C(=O)NC(C(C2=CN=CN2)OC3C(C(C(C(O3)CO)O)O)OC4C(C(C(C(O4)CO)O)OC(=O)N)O)C(=O)NC(C)C(C(C)C(=O)NC(C(C)O)C(=O)NCCC5=NC(=CS5)C6=NC(=CS6)C(=O)NCCC[S+](C)C)O. Cell line: NCI-H522. Synergy scores: CSS=3.02, Synergy_ZIP=-6.36, Synergy_Bliss=-9.72, Synergy_Loewe=-16.9, Synergy_HSA=-9.45. (5) Drug 1: CC=C1C(=O)NC(C(=O)OC2CC(=O)NC(C(=O)NC(CSSCCC=C2)C(=O)N1)C(C)C)C(C)C. Drug 2: C(CCl)NC(=O)N(CCCl)N=O. Cell line: A498. Synergy scores: CSS=20.2, Synergy_ZIP=0.232, Synergy_Bliss=0.743, Synergy_Loewe=-34.3, Synergy_HSA=0.522. (6) Drug 1: CC(C1=C(C=CC(=C1Cl)F)Cl)OC2=C(N=CC(=C2)C3=CN(N=C3)C4CCNCC4)N. Drug 2: CN(CC1=CN=C2C(=N1)C(=NC(=N2)N)N)C3=CC=C(C=C3)C(=O)NC(CCC(=O)O)C(=O)O. Cell line: COLO 205. Synergy scores: CSS=24.7, Synergy_ZIP=-1.11, Synergy_Bliss=2.76, Synergy_Loewe=-11.0, Synergy_HSA=1.76.